This data is from Forward reaction prediction with 1.9M reactions from USPTO patents (1976-2016). The task is: Predict the product of the given reaction. The product is: [CH2:21]([O:28][C:29]1[CH:38]=[C:37]2[C:32]([C:33]([O:20][C:16]3[CH:15]=[C:14]([NH:13][C:11]([NH:10][C:7]4[CH:6]=[C:5]([C:1]([CH3:4])([CH3:2])[CH3:3])[O:9][N:8]=4)=[O:12])[CH:19]=[CH:18][CH:17]=3)=[N:34][CH:35]=[N:36]2)=[CH:31][CH:30]=1)[C:22]1[CH:23]=[CH:24][CH:25]=[CH:26][CH:27]=1. Given the reactants [C:1]([C:5]1[O:9][N:8]=[C:7]([NH:10][C:11]([NH:13][C:14]2[CH:19]=[CH:18][CH:17]=[C:16]([OH:20])[CH:15]=2)=[O:12])[CH:6]=1)([CH3:4])([CH3:3])[CH3:2].[CH2:21]([O:28][C:29]1[CH:38]=[C:37]2[C:32]([C:33](Cl)=[N:34][CH:35]=[N:36]2)=[CH:31][CH:30]=1)[C:22]1[CH:27]=[CH:26][CH:25]=[CH:24][CH:23]=1.C(=O)([O-])[O-].[Cs+].[Cs+], predict the reaction product.